Dataset: Forward reaction prediction with 1.9M reactions from USPTO patents (1976-2016). Task: Predict the product of the given reaction. Given the reactants [Cl:1][C:2]1[CH:16]=[CH:15][C:5]([CH2:6][O:7][C:8]2[CH:13]=[CH:12][NH:11][C:10](=[O:14])[CH:9]=2)=[CH:4][CH:3]=1.Br[C:18]1[CH:26]=[C:25]2[C:21]([C:22]3[CH2:31][CH2:30][N:29]([CH3:32])[CH2:28][C:23]=3[N:24]2[CH3:27])=[CH:20][CH:19]=1, predict the reaction product. The product is: [ClH:1].[Cl:1][C:2]1[CH:16]=[CH:15][C:5]([CH2:6][O:7][C:8]2[CH:13]=[CH:12][N:11]([C:18]3[CH:26]=[C:25]4[C:21]([C:22]5[CH2:31][CH2:30][N:29]([CH3:32])[CH2:28][C:23]=5[N:24]4[CH3:27])=[CH:20][CH:19]=3)[C:10](=[O:14])[CH:9]=2)=[CH:4][CH:3]=1.